Binary Classification. Given a T-cell receptor sequence (or CDR3 region) and an epitope sequence, predict whether binding occurs between them. From a dataset of TCR-epitope binding with 47,182 pairs between 192 epitopes and 23,139 TCRs. (1) The epitope is GVAMPNLYK. The TCR CDR3 sequence is CASSSSSQDTQYF. Result: 0 (the TCR does not bind to the epitope). (2) Result: 0 (the TCR does not bind to the epitope). The TCR CDR3 sequence is CASSIFVGALSDEQYF. The epitope is LPAADLDDF. (3) The epitope is AVFDRKSDAK. The TCR CDR3 sequence is CASSQLEDGHSYEQYF. Result: 1 (the TCR binds to the epitope). (4) Result: 1 (the TCR binds to the epitope). The TCR CDR3 sequence is CSASHDSYNEQFF. The epitope is KLPDDFTGCV. (5) The epitope is YVFCTVNAL. The TCR CDR3 sequence is CSVSNPLLGEQYF. Result: 0 (the TCR does not bind to the epitope).